This data is from Reaction yield outcomes from USPTO patents with 853,638 reactions. The task is: Predict the reaction yield, written as a fraction of the theoretical maximum amount of product (1.0 means a 100% yield; for example, 0.34 means a 34% yield). (1) The yield is 0.830. The product is [Cl:7][C:8]1[CH:9]=[CH:10][C:11]([C:14]2[C:18]3[CH2:19][N:20]([C:23](=[O:25])[CH3:24])[CH2:21][CH2:22][C:17]=3[N:16]([CH2:27][CH2:28][CH2:29][Cl:30])[N:15]=2)=[CH:12][CH:13]=1. The catalyst is CN(C=O)C. The reactants are C([O-])([O-])=O.[Cs+].[Cs+].[Cl:7][C:8]1[CH:13]=[CH:12][C:11]([C:14]2[C:18]3[CH2:19][N:20]([C:23](=[O:25])[CH3:24])[CH2:21][CH2:22][C:17]=3[NH:16][N:15]=2)=[CH:10][CH:9]=1.Br[CH2:27][CH2:28][CH2:29][Cl:30].O. (2) The reactants are Br[C:2]1[CH:3]=[N:4][CH:5]=[C:6]([Br:8])[CH:7]=1.[S:9](Cl)(Cl)(=[O:11])=[O:10].C([NH:16][CH2:17][C:18]([O-:20])=[O:19])C.[CH3:21][CH2:22]N(C(C)C)C(C)C. The catalyst is C1COCC1. The product is [Br:8][C:6]1[CH:7]=[C:2]([S:9]([NH:16][CH2:17][C:18]([O:20][CH2:21][CH3:22])=[O:19])(=[O:11])=[O:10])[CH:3]=[N:4][CH:5]=1. The yield is 0.213. (3) The reactants are C1(P(C2C=CC=CC=2)C2C=CC=CC=2)C=CC=CC=1.[Br:20]Br.[Br:22][C:23]1[CH:28]=[CH:27][C:26]([CH:29]=[C:30]([CH3:33])[CH2:31]O)=[CH:25][CH:24]=1. The catalyst is C(#N)C. The product is [Br:22][C:23]1[CH:28]=[CH:27][C:26]([CH:29]=[C:30]([CH3:33])[CH2:31][Br:20])=[CH:25][CH:24]=1. The yield is 0.980. (4) The yield is 0.980. The reactants are CC1(C)[O:7][C:6](=[O:8])[CH2:5][C:4](=[O:9])O1.[CH:11]([NH:14][C:15]1[CH:22]=[CH:21][CH:20]=[CH:19][C:16]=1[CH:17]=O)([CH3:13])[CH3:12].C(O)(=O)C.C(N)CN. The product is [CH:11]([N:14]1[C:15]2[C:16](=[CH:19][CH:20]=[CH:21][CH:22]=2)[CH:17]=[C:5]([C:6]([OH:7])=[O:8])[C:4]1=[O:9])([CH3:13])[CH3:12]. The catalyst is CO.